From a dataset of Forward reaction prediction with 1.9M reactions from USPTO patents (1976-2016). Predict the product of the given reaction. (1) Given the reactants [Br:1][C:2]1[CH:11]=[C:10]2[C:5]([C:6](=[O:18])[N:7]3[CH2:16][CH2:15][CH:14]([OH:17])[CH2:13][CH2:12][C:8]3=[N:9]2)=[CH:4][CH:3]=1.CCN(CC)CC.[S:26](Cl)([CH3:29])(=[O:28])=[O:27], predict the reaction product. The product is: [CH3:29][S:26]([O:17][CH:14]1[CH2:15][CH2:16][N:7]2[C:8](=[N:9][C:10]3[C:5]([C:6]2=[O:18])=[CH:4][CH:3]=[C:2]([Br:1])[CH:11]=3)[CH2:12][CH2:13]1)(=[O:28])=[O:27]. (2) The product is: [C:24]1([CH2:23][C:22]([NH:21][CH2:20][CH2:19][C:16]2[CH:15]=[CH:14][CH:13]=[C:12]3[C:17]=2[CH:18]=[C:9]([C:7]([OH:2])=[O:8])[CH:10]=[CH:11]3)=[O:30])[CH:29]=[CH:28][CH:27]=[CH:26][CH:25]=1. Given the reactants [Mn]([O-])(=O)(=O)=[O:2].[K+].[CH:7]([C:9]1[CH:18]=[C:17]2[C:12]([CH:13]=[CH:14][CH:15]=[C:16]2[CH2:19][CH2:20][NH:21][C:22](=[O:30])[CH2:23][C:24]2[CH:29]=[CH:28][CH:27]=[CH:26][CH:25]=2)=[CH:11][CH:10]=1)=[O:8], predict the reaction product. (3) Given the reactants [Cl:1][C:2]1[CH:10]=[CH:9][CH:8]=[C:7]2[C:3]=1[C:4]([C:15]([OH:17])=O)=[CH:5][N:6]2[CH:11]1[CH2:14][O:13][CH2:12]1.Cl.[CH:19]1([CH:25]([NH2:31])[C:26]2[S:27][CH:28]=[CH:29][CH:30]=2)[CH2:24][CH2:23][CH2:22][CH2:21][CH2:20]1, predict the reaction product. The product is: [CH:19]1([CH:25]([NH:31][C:15]([C:4]2[C:3]3[C:7](=[CH:8][CH:9]=[CH:10][C:2]=3[Cl:1])[N:6]([CH:11]3[CH2:12][O:13][CH2:14]3)[CH:5]=2)=[O:17])[C:26]2[S:27][CH:28]=[CH:29][CH:30]=2)[CH2:20][CH2:21][CH2:22][CH2:23][CH2:24]1. (4) Given the reactants [CH3:1][N:2]1[C:10]2[C:5](=[N:6][CH:7]=[CH:8][CH:9]=2)[C:4]([C:11]2[CH:16]=[CH:15][C:14]([N+:17]([O-])=O)=[CH:13][CH:12]=2)=[CH:3]1, predict the reaction product. The product is: [CH3:1][N:2]1[C:10]2[C:5](=[N:6][CH:7]=[CH:8][CH:9]=2)[C:4]([C:11]2[CH:16]=[CH:15][C:14]([NH2:17])=[CH:13][CH:12]=2)=[CH:3]1. (5) Given the reactants [Cl:1][C:2]1[C:11]([O:12][CH3:13])=[CH:10][C:5]([C:6](OC)=[O:7])=[CH:4][C:3]=1/[CH:14]=[CH:15]/[C:16]1[CH:17]=[N:18][C:19]([NH:22][C:23]2[CH:28]=[CH:27][C:26]([N:29]3[CH2:34][C@@H:33]([CH3:35])[NH:32][C@@H:31]([CH3:36])[CH2:30]3)=[CH:25][CH:24]=2)=[N:20][CH:21]=1.[CH3:37][NH2:38], predict the reaction product. The product is: [Cl:1][C:2]1[C:11]([O:12][CH3:13])=[CH:10][C:5]([C:6]([NH:38][CH3:37])=[O:7])=[CH:4][C:3]=1/[CH:14]=[CH:15]/[C:16]1[CH:17]=[N:18][C:19]([NH:22][C:23]2[CH:28]=[CH:27][C:26]([N:29]3[CH2:30][C@@H:31]([CH3:36])[NH:32][C@@H:33]([CH3:35])[CH2:34]3)=[CH:25][CH:24]=2)=[N:20][CH:21]=1. (6) Given the reactants [NH2:1][N:2]1[N:11]=[C:10]([N:12]2[CH2:17][CH2:16][O:15][CH2:14][CH2:13]2)[C:9]2[C:4](=[CH:5][CH:6]=[CH:7][CH:8]=2)[C:3]1=[O:18].[CH:19]1([CH2:24][C:25](O)=[O:26])[CH2:23][CH2:22][CH2:21][CH2:20]1, predict the reaction product. The product is: [CH:19]1([CH2:24][C:25]([NH:1][N:2]2[N:11]=[C:10]([N:12]3[CH2:17][CH2:16][O:15][CH2:14][CH2:13]3)[C:9]3[C:4](=[CH:5][CH:6]=[CH:7][CH:8]=3)[C:3]2=[O:18])=[O:26])[CH2:23][CH2:22][CH2:21][CH2:20]1.